From a dataset of Forward reaction prediction with 1.9M reactions from USPTO patents (1976-2016). Predict the product of the given reaction. Given the reactants N[C:2]1[N:7]=[CH:6][C:5]([NH:8][C:9](=[O:20])[C:10]2[CH:15]=[C:14]([N+:16]([O-:18])=[O:17])[CH:13]=[CH:12][C:11]=2[CH3:19])=[CH:4][N:3]=1.C(I)[I:22].CCOC(C)=O, predict the reaction product. The product is: [I:22][C:2]1[N:7]=[CH:6][C:5]([NH:8][C:9](=[O:20])[C:10]2[CH:15]=[C:14]([N+:16]([O-:18])=[O:17])[CH:13]=[CH:12][C:11]=2[CH3:19])=[CH:4][N:3]=1.